This data is from Reaction yield outcomes from USPTO patents with 853,638 reactions. The task is: Predict the reaction yield, written as a fraction of the theoretical maximum amount of product (1.0 means a 100% yield; for example, 0.34 means a 34% yield). (1) The reactants are O=[C:2]([CH3:14])[CH:3]([C:8]1[CH:13]=[CH:12][CH:11]=[CH:10][CH:9]=1)[C:4]([O:6]C)=O.[C:15]1([NH:21][NH2:22])[CH:20]=[CH:19][CH:18]=[CH:17][CH:16]=1. The catalyst is C(O)C. The product is [CH3:14][C:2]1[C:3]([C:8]2[CH:13]=[CH:12][CH:11]=[CH:10][CH:9]=2)=[C:4]([OH:6])[N:21]([C:15]2[CH:20]=[CH:19][CH:18]=[CH:17][CH:16]=2)[N:22]=1. The yield is 0.230. (2) The reactants are [O:1]1[C:6]2[CH:7]=[CH:8][C:9]([CH2:11]O)=[CH:10][C:5]=2[O:4][CH2:3][CH2:2]1.O=S(Cl)[Cl:15]. No catalyst specified. The product is [Cl:15][CH2:11][C:9]1[CH:8]=[CH:7][C:6]2[O:1][CH2:2][CH2:3][O:4][C:5]=2[CH:10]=1. The yield is 0.880.